This data is from Full USPTO retrosynthesis dataset with 1.9M reactions from patents (1976-2016). The task is: Predict the reactants needed to synthesize the given product. Given the product [CH3:1][N:2]1[CH2:6][C@@H:5]2[N:7]([C:21]3[C:22]([N+:24]([O-:26])=[O:25])=[CH:23][C:18]([NH:17][C:14]4[N:13]=[C:12]([C:30]5[CH:31]=[N:32][N:33]6[CH:38]=[CH:37][CH:36]=[CH:35][C:34]=56)[C:11]([Cl:10])=[CH:16][N:15]=4)=[C:19]([O:28][CH3:29])[CH:20]=3)[CH2:8][CH2:9][C@@H:4]2[CH2:3]1, predict the reactants needed to synthesize it. The reactants are: [CH3:1][N:2]1[CH2:6][C@@H:5]2[NH:7][CH2:8][CH2:9][C@@H:4]2[CH2:3]1.[Cl:10][C:11]1[C:12]([C:30]2[CH:31]=[N:32][N:33]3[CH:38]=[CH:37][CH:36]=[CH:35][C:34]=23)=[N:13][C:14]([NH:17][C:18]2[CH:23]=[C:22]([N+:24]([O-:26])=[O:25])[C:21](F)=[CH:20][C:19]=2[O:28][CH3:29])=[N:15][CH:16]=1.CCN(C(C)C)C(C)C.